From a dataset of Reaction yield outcomes from USPTO patents with 853,638 reactions. Predict the reaction yield, written as a fraction of the theoretical maximum amount of product (1.0 means a 100% yield; for example, 0.34 means a 34% yield). (1) The yield is 0.360. The catalyst is C(Cl)Cl. The product is [F:1][C:2]1[CH:3]=[CH:4][C:5]([N:8]2[C:11](=[O:12])[C@H:10]([S:13][CH2:14][CH:15]([C:17]3[CH:18]=[CH:19][C:20]([F:23])=[CH:21][CH:22]=3)[OH:16])[C@H:9]2[C:24]2[CH:25]=[CH:26][C:27]([O:28][CH2:53][C:54]([NH:43][C@@H:42]([C:41]([OH:40])=[O:50])[CH2:44][OH:45])=[O:55])=[CH:33][CH:34]=2)=[CH:6][CH:7]=1. The reactants are [F:1][C:2]1[CH:7]=[CH:6][C:5]([N:8]2[C:11](=[O:12])[C@H:10]([S:13][CH2:14][C:15]([C:17]3[CH:22]=[CH:21][C:20]([F:23])=[CH:19][CH:18]=3)=[O:16])[C@H:9]2[C:24]2[CH:34]=[CH:33][C:27]([O:28]CC(O)=O)=[CH:26][CH:25]=2)=[CH:4][CH:3]=1.Cl.C([O:40][C:41](=[O:50])[C@@H:42]([CH2:44][O:45]C(C)(C)C)[NH2:43])(C)(C)C.CN1CC[O:55][CH2:54][CH2:53]1.CN(C(ON1N=NC2C=CC=CC1=2)=[N+](C)C)C.[B-](F)(F)(F)F.C(O)(C(F)(F)F)=O. (2) The reactants are [N:1]1[C:10]2[CH2:9][CH2:8][CH2:7][CH:6]([NH2:11])[C:5]=2[N:4]=[CH:3][CH:2]=1.[O:12]=[C:13]1[C:21]2[C:16](=[CH:17][CH:18]=[CH:19][CH:20]=2)[C:15](=[O:22])[N:14]1[CH2:23][CH2:24][CH2:25][CH:26]=O.C(O[BH-](OC(=O)C)OC(=O)C)(=O)C.[Na+].C(=O)(O)[O-].[Na+]. The catalyst is C(Cl)Cl. The product is [N:1]1[C:10]2[CH2:9][CH2:8][CH2:7][CH:6]([NH:11][CH2:26][CH2:25][CH2:24][CH2:23][N:14]3[C:15](=[O:22])[C:16]4[C:21](=[CH:20][CH:19]=[CH:18][CH:17]=4)[C:13]3=[O:12])[C:5]=2[N:4]=[CH:3][CH:2]=1. The yield is 0.810. (3) The reactants are [C:1]([O:5][C:6](=[O:16])[N:7]([C@H:9]1[CH2:14][CH2:13][C@H:12]([OH:15])[CH2:11][CH2:10]1)[CH3:8])([CH3:4])([CH3:3])[CH3:2].[Br:17][CH2:18][CH2:19][CH2:20][CH2:21]Br.[OH-].[Na+]. The catalyst is S([O-])(O)(=O)=O.C([N+](CCCC)(CCCC)CCCC)CCC.C(Cl)Cl. The product is [C:1]([O:5][C:6](=[O:16])[N:7]([C@H:9]1[CH2:10][CH2:11][C@H:12]([O:15][CH2:21][CH2:20][CH2:19][CH2:18][Br:17])[CH2:13][CH2:14]1)[CH3:8])([CH3:4])([CH3:2])[CH3:3]. The yield is 0.760. (4) The catalyst is C(O)C. The yield is 0.509. The reactants are [NH2:1][C:2]1[N:6]([CH2:7][C:8]2[CH:13]=[CH:12][C:11]([O:14][CH3:15])=[CH:10][CH:9]=2)[N:5]=[N:4][C:3]=1[C:16]([NH2:18])=[O:17].[C:19](=O)(OCC)[O:20]CC.[O-]CC.[Na+]. The product is [CH3:15][O:14][C:11]1[CH:10]=[CH:9][C:8]([CH2:7][N:6]2[C:2]3[NH:1][C:19](=[O:20])[NH:18][C:16](=[O:17])[C:3]=3[N:4]=[N:5]2)=[CH:13][CH:12]=1. (5) The reactants are [C:1]1(C2C=CC=CC=2)[CH:6]=[CH:5][C:4]([CH2:7][N:8]([CH2:16][CH2:17][CH2:18][N:19]([CH2:29][C:30]2[CH:35]=[CH:34][C:33](C3C=CC=CC=3)=[CH:32][CH:31]=2)[C:20]([O:22][CH2:23][C:24]2[S:28][CH:27]=[N:26][CH:25]=2)=[O:21])C(=O)OC(C)(C)C)=[CH:3][CH:2]=1.[N:48]1[CH:53]=[CH:52][C:51]([CH:54]=O)=[CH:50][CH:49]=1.C(O[BH-](OC(=O)C)OC(=O)C)(=O)C.[Na+].C(O)(=O)C.C([O-])(O)=O.[Na+]. The product is [CH2:29]([N:19]([CH2:18][CH2:17][CH2:16][N:8]([CH2:7][C:4]1[CH:3]=[CH:2][CH:1]=[CH:6][CH:5]=1)[CH2:54][C:51]1[CH:50]=[CH:49][N:48]=[CH:53][CH:52]=1)[C:20](=[O:21])[O:22][CH2:23][C:24]1[S:28][CH:27]=[N:26][CH:25]=1)[C:30]1[CH:35]=[CH:34][CH:33]=[CH:32][CH:31]=1. The catalyst is ClCCCl. The yield is 0.770.